This data is from Forward reaction prediction with 1.9M reactions from USPTO patents (1976-2016). The task is: Predict the product of the given reaction. (1) Given the reactants [NH2:1][CH2:2][CH2:3][O:4][C:5]1[C:26]([O:27][CH3:28])=[CH:25][C:8]2[C:9]3[N:14]([CH:15]([CH2:17][CH3:18])[CH2:16][C:7]=2[CH:6]=1)[CH:13]=[C:12]([C:19]([O:21][CH2:22][CH3:23])=[O:20])[C:11](=[O:24])[CH:10]=3.CCN(CC)CC.[C:36](Cl)(=[O:38])[CH3:37], predict the reaction product. The product is: [C:36]([NH:1][CH2:2][CH2:3][O:4][C:5]1[C:26]([O:27][CH3:28])=[CH:25][C:8]2[C:9]3[N:14]([CH:15]([CH2:17][CH3:18])[CH2:16][C:7]=2[CH:6]=1)[CH:13]=[C:12]([C:19]([O:21][CH2:22][CH3:23])=[O:20])[C:11](=[O:24])[CH:10]=3)(=[O:38])[CH3:37]. (2) Given the reactants [F:1][C:2]1[C:7]2[C:8]([C:18](=[O:21])[NH:19][CH3:20])=[C:9]([C:11]3[CH:16]=[CH:15][C:14]([F:17])=[CH:13][CH:12]=3)[O:10][C:6]=2[CH:5]=[CH:4][C:3]=1[C:22]1[C:23]([CH3:33])=[CH:24][C:25]([O:31][CH3:32])=[C:26]([CH:30]=1)[C:27](O)=[O:28].Cl.[N:35]1[CH:40]=[CH:39][C:38]([C:41]2([NH2:44])[CH2:43][CH2:42]2)=[N:37][CH:36]=1.CN([P+](ON1N=NC2C=CC=CC1=2)(N(C)C)N(C)C)C.F[P-](F)(F)(F)(F)F, predict the reaction product. The product is: [F:1][C:2]1[C:7]2[C:8]([C:18]([NH:19][CH3:20])=[O:21])=[C:9]([C:11]3[CH:12]=[CH:13][C:14]([F:17])=[CH:15][CH:16]=3)[O:10][C:6]=2[CH:5]=[CH:4][C:3]=1[C:22]1[CH:30]=[C:26]([C:27](=[O:28])[NH:44][C:41]2([C:38]3[CH:39]=[CH:40][N:35]=[CH:36][N:37]=3)[CH2:43][CH2:42]2)[C:25]([O:31][CH3:32])=[CH:24][C:23]=1[CH3:33]. (3) The product is: [NH:1]1[C:9]2[C:4](=[C:5]([C:10]3[CH:18]=[C:17]4[C:13]([CH:14]=[N:15][NH:16]4)=[C:12]([NH:25][C:56]([C:52]4[CH:51]=[N:50][CH:55]=[CH:54][CH:53]=4)=[O:57])[CH:11]=3)[CH:6]=[CH:7][CH:8]=2)[CH:3]=[CH:2]1. Given the reactants [NH:1]1[C:9]2[C:4](=[C:5]([C:10]3[CH:11]=[C:12]([NH2:25])[C:13]4[C:17]([CH:18]=3)=[N:16][N:15](C3CCCCO3)[CH:14]=4)[CH:6]=[CH:7][CH:8]=2)[CH:3]=[CH:2]1.F[P-](F)(F)(F)(F)F.N1(OC(N(C)C)=[N+](C)C)C2N=CC=CC=2N=N1.[N:50]1[CH:55]=[CH:54][CH:53]=[C:52]([C:56](O)=[O:57])[CH:51]=1.CCN(C(C)C)C(C)C.C1(C)C=CC(S(O)(=O)=O)=CC=1.N, predict the reaction product.